This data is from NCI-60 drug combinations with 297,098 pairs across 59 cell lines. The task is: Regression. Given two drug SMILES strings and cell line genomic features, predict the synergy score measuring deviation from expected non-interaction effect. (1) Drug 1: CCCCC(=O)OCC(=O)C1(CC(C2=C(C1)C(=C3C(=C2O)C(=O)C4=C(C3=O)C=CC=C4OC)O)OC5CC(C(C(O5)C)O)NC(=O)C(F)(F)F)O. Drug 2: C1CNP(=O)(OC1)N(CCCl)CCCl. Cell line: MDA-MB-435. Synergy scores: CSS=34.8, Synergy_ZIP=-3.43, Synergy_Bliss=-1.68, Synergy_Loewe=-13.0, Synergy_HSA=-0.582. (2) Drug 1: C1CC(=O)NC(=O)C1N2CC3=C(C2=O)C=CC=C3N. Drug 2: CCC1(CC2CC(C3=C(CCN(C2)C1)C4=CC=CC=C4N3)(C5=C(C=C6C(=C5)C78CCN9C7C(C=CC9)(C(C(C8N6C=O)(C(=O)OC)O)OC(=O)C)CC)OC)C(=O)OC)O.OS(=O)(=O)O. Cell line: EKVX. Synergy scores: CSS=19.8, Synergy_ZIP=1.66, Synergy_Bliss=2.47, Synergy_Loewe=-7.80, Synergy_HSA=3.14. (3) Drug 1: C1=CC(=C2C(=C1NCCNCCO)C(=O)C3=C(C=CC(=C3C2=O)O)O)NCCNCCO. Drug 2: C(CC(=O)O)C(=O)CN.Cl. Cell line: MALME-3M. Synergy scores: CSS=22.0, Synergy_ZIP=-12.6, Synergy_Bliss=-5.12, Synergy_Loewe=-12.3, Synergy_HSA=-2.81. (4) Synergy scores: CSS=5.79, Synergy_ZIP=-6.30, Synergy_Bliss=-7.11, Synergy_Loewe=-8.25, Synergy_HSA=-6.37. Drug 2: CCC(=C(C1=CC=CC=C1)C2=CC=C(C=C2)OCCN(C)C)C3=CC=CC=C3.C(C(=O)O)C(CC(=O)O)(C(=O)O)O. Cell line: OVCAR-5. Drug 1: C1=CC(=CC=C1CCCC(=O)O)N(CCCl)CCCl.